This data is from Peptide-MHC class II binding affinity with 134,281 pairs from IEDB. The task is: Regression. Given a peptide amino acid sequence and an MHC pseudo amino acid sequence, predict their binding affinity value. This is MHC class II binding data. (1) The peptide sequence is KTHESHLVRSWVTAG. The MHC is DRB1_0404 with pseudo-sequence DRB1_0404. The binding affinity (normalized) is 0.661. (2) The peptide sequence is KTHESHLVRSWVTAG. The MHC is HLA-DQA10102-DQB10501 with pseudo-sequence HLA-DQA10102-DQB10501. The binding affinity (normalized) is 0.646.